Dataset: Catalyst prediction with 721,799 reactions and 888 catalyst types from USPTO. Task: Predict which catalyst facilitates the given reaction. (1) Reactant: [CH2:1]([N:3]([CH2:27][C:28]1[CH:33]=[CH:32][CH:31]=[CH:30][C:29]=1[F:34])[C:4](=[O:26])[CH2:5][O:6][C:7]1[CH:12]=[CH:11][C:10]([CH2:13][CH2:14][S:15][C:16]2[CH:25]=[CH:24][CH:23]=[CH:22][C:17]=2[C:18]([O:20]C)=[O:19])=[CH:9][CH:8]=1)[CH3:2].[OH-].[Li+]. Product: [CH2:1]([N:3]([CH2:27][C:28]1[CH:33]=[CH:32][CH:31]=[CH:30][C:29]=1[F:34])[C:4](=[O:26])[CH2:5][O:6][C:7]1[CH:8]=[CH:9][C:10]([CH2:13][CH2:14][S:15][C:16]2[CH:25]=[CH:24][CH:23]=[CH:22][C:17]=2[C:18]([OH:20])=[O:19])=[CH:11][CH:12]=1)[CH3:2]. The catalyst class is: 6. (2) Reactant: [Br:1][C:2]1[CH:3]=[C:4]([CH:23]=[CH:24][CH:25]=1)[CH2:5][N:6]1[C:14]2[C:13](=[O:15])[N:12]([CH3:16])[C:11](=[O:17])[N:10]([CH3:18])[C:9]=2[N:8]=[C:7]1[CH2:19][C:20]([OH:22])=[O:21].[CH2:26](O)[CH2:27][CH3:28]. Product: [CH2:26]([O:21][C:20](=[O:22])[CH2:19][C:7]1[N:6]([CH2:5][C:4]2[CH:23]=[CH:24][CH:25]=[C:2]([Br:1])[CH:3]=2)[C:14]2[C:13](=[O:15])[N:12]([CH3:16])[C:11](=[O:17])[N:10]([CH3:18])[C:9]=2[N:8]=1)[CH2:27][CH3:28]. The catalyst class is: 65. (3) Reactant: [F:1][C:2]([F:23])([F:22])[C:3]1[CH:4]=[C:5]([C:13](=O)[C:14]2[CH:19]=[CH:18][CH:17]=[CH:16][C:15]=2[NH2:20])[CH:6]=[C:7]([C:9]([F:12])([F:11])[F:10])[CH:8]=1.[C:24](OC(=O)C)(=[O:26])[CH3:25].CC(C)([O-])C.[K+].O. Product: [F:1][C:2]([F:23])([F:22])[C:3]1[CH:4]=[C:5]([C:13]2[C:14]3[C:15](=[CH:16][CH:17]=[CH:18][CH:19]=3)[NH:20][C:24](=[O:26])[CH:25]=2)[CH:6]=[C:7]([C:9]([F:12])([F:11])[F:10])[CH:8]=1. The catalyst class is: 11. (4) Reactant: FC(F)(F)C(O)=O.[Cl:8][C:9]1[CH:31]=[C:30]([C:32]([NH:34][CH2:35][C:36]2[CH:41]=[CH:40][CH:39]=[C:38]([OH:42])[CH:37]=2)=[O:33])[CH:29]=[C:28]([CH3:43])[C:10]=1[C:11]([NH:13][C@H:14]([C:24]([O:26][CH3:27])=[O:25])[CH2:15][NH:16]C(OC(C)(C)C)=O)=[O:12].Cl.C(#N)C. Product: [ClH:8].[NH2:16][CH2:15][C@@H:14]([C:24]([O:26][CH3:27])=[O:25])[NH:13][C:11](=[O:12])[C:10]1[C:28]([CH3:43])=[CH:29][C:30]([C:32]([NH:34][CH2:35][C:36]2[CH:41]=[CH:40][CH:39]=[C:38]([OH:42])[CH:37]=2)=[O:33])=[CH:31][C:9]=1[Cl:8]. The catalyst class is: 4. (5) Reactant: Cl.C([Si](C)(C)[O:7][C@@H:8]1[CH2:12][N:11]=[C:10]([NH:13][CH2:14][CH:15](OCC)OCC)[CH2:9]1)(C)(C)C. Product: [N:13]1[CH:14]=[CH:15][N:11]2[CH2:12][C@@H:8]([OH:7])[CH2:9][C:10]=12. The catalyst class is: 12. (6) Reactant: [C:1]1([CH2:7][CH2:8][CH2:9][CH:10]([NH:20][C:21]([CH:23]2[CH2:28][CH2:27][N:26]([C:29](=[O:33])[CH2:30][CH:31]=[CH2:32])[CH2:25][CH2:24]2)=[O:22])[CH2:11][CH2:12][CH2:13][C:14]2[CH:19]=[CH:18][CH:17]=[CH:16][CH:15]=2)[CH:6]=[CH:5][CH:4]=[CH:3][CH:2]=1.ClC1C=CC=C(C(OO)=[O:42])C=1.[O-]S([O-])=O.[Na+].[Na+]. Product: [C:1]1([CH2:7][CH2:8][CH2:9][CH:10]([NH:20][C:21]([CH:23]2[CH2:28][CH2:27][N:26]([C:29](=[O:33])[CH2:30][CH:31]3[CH2:32][O:42]3)[CH2:25][CH2:24]2)=[O:22])[CH2:11][CH2:12][CH2:13][C:14]2[CH:19]=[CH:18][CH:17]=[CH:16][CH:15]=2)[CH:2]=[CH:3][CH:4]=[CH:5][CH:6]=1. The catalyst class is: 2. (7) Reactant: [Cl:1][C:2]1[C:7]([C:8]2[CH:13]=[CH:12][CH:11]=[CH:10][CH:9]=2)=[N:6][N:5]=[C:4]2[N:14]([CH2:23][C:24]([OH:26])=O)[N:15]=[C:16]([C:17]3[CH:22]=[CH:21][CH:20]=[CH:19][CH:18]=3)[C:3]=12.Cl.C([N:30]1[CH:34]=[CH:33][N:32]=[CH:31]1)([N:30]1[CH:34]=[CH:33][N:32]=[CH:31]1)=O. Product: [Cl:1][C:2]1[C:7]([C:8]2[CH:9]=[CH:10][CH:11]=[CH:12][CH:13]=2)=[N:6][N:5]=[C:4]2[N:14]([CH2:23][C:24]([N:32]([CH2:33][C:34]#[N:30])[CH3:31])=[O:26])[N:15]=[C:16]([C:17]3[CH:18]=[CH:19][CH:20]=[CH:21][CH:22]=3)[C:3]=12. The catalyst class is: 31. (8) Reactant: [C:1]([OH:6])(=O)[C:2](O)=O.[CH2:7]1[C:10]2([CH2:13][NH:12][CH2:11]2)[CH2:9][O:8]1.N1CCCC1.CC(OC([NH:26][C@@H:27]([C:31]([OH:33])=O)[CH:28]1[CH2:30][CH2:29]1)=O)(C)C.C(N[C@@H](C(O)=O)C(C)(C)C)(OC(C)(C)C)=O.[CH3:50][N:51]1[CH:55]=[C:54]([C:56]2[N:61]=[C:60]3C(C(O)=O)=[CH:63][N:64](COCC[Si](C)(C)C)[C:59]3=[N:58][CH:57]=2)[CH:53]=[N:52]1.C1(C2N=C3C(C(O)=O)=CN(COCC[Si](C)(C)C)C3=NC=2)CC1.FC(F)(F)CO.[F-].[Cs+]. Product: [CH:28]1([C@@H:27]([NH:26][C:1]([C:2]2[C:60]3[C:59](=[N:58][CH:57]=[C:56]([C:54]4[CH:53]=[N:52][N:51]([CH3:50])[CH:55]=4)[N:61]=3)[NH:64][CH:63]=2)=[O:6])[C:31]([N:12]2[CH2:13][C:10]3([CH2:9][O:8][CH2:7]3)[CH2:11]2)=[O:33])[CH2:29][CH2:30]1. The catalyst class is: 10. (9) Reactant: Cl.[N:2]1[CH:7]=[CH:6][CH:5]=[CH:4][C:3]=1[C:8](Cl)=[O:9].CCN(CC)CC.[NH2:18][C:19]1[CH:24]=[CH:23][C:22]([N:25]2[CH2:30][CH2:29][N:28]([C:31]([O:33][C:34]([CH3:37])([CH3:36])[CH3:35])=[O:32])[CH2:27][CH2:26]2)=[C:21]([Cl:38])[CH:20]=1. Product: [Cl:38][C:21]1[CH:20]=[C:19]([NH:18][C:8](=[O:9])[C:3]2[CH:4]=[CH:5][CH:6]=[CH:7][N:2]=2)[CH:24]=[CH:23][C:22]=1[N:25]1[CH2:30][CH2:29][N:28]([C:31]([O:33][C:34]([CH3:37])([CH3:36])[CH3:35])=[O:32])[CH2:27][CH2:26]1. The catalyst class is: 2. (10) Reactant: [Br:1][C:2]1[CH:3]=[C:4](/[C:8](/[CH3:13])=[CH:9]/[C:10](O)=[O:11])[CH:5]=[CH:6][CH:7]=1.[Cl-:14].CN(C=O)C. Product: [Br:1][C:2]1[CH:3]=[C:4](/[C:8](/[CH3:13])=[CH:9]/[C:10]([Cl:14])=[O:11])[CH:5]=[CH:6][CH:7]=1. The catalyst class is: 2.